This data is from Tyrosyl-DNA phosphodiesterase HTS with 341,365 compounds. The task is: Binary Classification. Given a drug SMILES string, predict its activity (active/inactive) in a high-throughput screening assay against a specified biological target. (1) The molecule is S([O-])(=O)(=O)c1c2c(c(S([O-])(=O)=O)ccc2NC(=O)c2cc(NC(=O)c3cc(NC(=O)Nc4cc(C(=O)Nc5cc(C(=O)Nc6c7c(c(S([O-])(=O)=O)cc6)cc(S([O-])(=O)=O)cc7S([O-])(=O)=O)ccc5C)ccc4)ccc3)c(cc2)C)cc(S([O-])(=O)=O)c1. The result is 1 (active). (2) The drug is s1c2c(CCCC2)c(c1)C(=O)Nc1c(cccc1C)C. The result is 0 (inactive). (3) The molecule is S(CCC(=O)Nc1sc(nn1)C)CCC(=O)Nc1sc(nn1)C. The result is 1 (active). (4) The drug is O1C2(NC(=O)C(/C(C2)c2c1cccc2)=C(\O)/C=C\c1c(OC)c(OC)c(OC)cc1)C. The result is 0 (inactive). (5) The drug is s1nnc(C(=O)N(C2CCCCC2)C(C(=O)NC2CCCC2)c2ncccc2)c1. The result is 0 (inactive).